From a dataset of Catalyst prediction with 721,799 reactions and 888 catalyst types from USPTO. Predict which catalyst facilitates the given reaction. (1) Reactant: [H-].[Na+].[CH:3]1([C:6]([NH:8][C:9]2[S:13][C:12]3[CH:14]=[C:15]([OH:18])[CH:16]=[CH:17][C:11]=3[C:10]=2[C:19]([NH2:21])=[O:20])=[O:7])[CH2:5][CH2:4]1.[CH3:22]I.[NH4+].[Cl-]. Product: [CH:3]1([C:6]([NH:8][C:9]2[S:13][C:12]3[CH:14]=[C:15]([O:18][CH3:22])[CH:16]=[CH:17][C:11]=3[C:10]=2[C:19]([NH2:21])=[O:20])=[O:7])[CH2:4][CH2:5]1. The catalyst class is: 3. (2) Reactant: Cl.[CH:2]1([CH2:8][NH:9][C:10]([C:12]2([CH2:18][C:19]3[CH:24]=[CH:23][C:22]([C:25](=[O:27])[NH2:26])=[CH:21][CH:20]=3)[CH2:17][CH2:16][NH:15][CH2:14][CH2:13]2)=[O:11])[CH2:7][CH2:6][CH2:5][CH2:4][CH2:3]1.C(OC([NH:35][C@@H:36]([CH2:40][C:41]1[S:42][CH:43]=[CH:44][CH:45]=1)[C:37](O)=[O:38])=O)(C)(C)C.C(N(C(C)C)CC)(C)C.CN(C(ON1N=NC2C=CC=CC1=2)=[N+](C)C)C.F[P-](F)(F)(F)(F)F. Product: [CH:2]1([CH2:8][NH:9][C:10]([C:12]2([CH2:18][C:19]3[CH:24]=[CH:23][C:22]([C:25](=[O:27])[NH2:26])=[CH:21][CH:20]=3)[CH2:13][CH2:14][N:15]([C:37](=[O:38])[C@@H:36]([NH2:35])[CH2:40][C:41]3[S:42][CH:43]=[CH:44][CH:45]=3)[CH2:16][CH2:17]2)=[O:11])[CH2:7][CH2:6][CH2:5][CH2:4][CH2:3]1. The catalyst class is: 3.